The task is: Predict the reaction yield, written as a fraction of the theoretical maximum amount of product (1.0 means a 100% yield; for example, 0.34 means a 34% yield).. This data is from Reaction yield outcomes from USPTO patents with 853,638 reactions. (1) The reactants are [H-].[Na+].[OH:3][CH2:4][C:5]1[CH:6]=[C:7]([CH:11]=[C:12]([S:14]([F:19])([F:18])([F:17])([F:16])[F:15])[CH:13]=1)[C:8]([OH:10])=[O:9].[CH3:20][O:21][CH2:22][CH2:23]Br.CO. The catalyst is CN(C=O)C. The product is [OH:3][CH2:4][C:5]1[CH:6]=[C:7]([CH:11]=[C:12]([S:14]([F:19])([F:15])([F:16])([F:17])[F:18])[CH:13]=1)[C:8]([O:10][CH2:23][CH2:22][O:21][CH3:20])=[O:9]. The yield is 0.570. (2) The reactants are C([O:3][C:4](=[O:20])[CH:5]([C:7]1[CH:8]=[N:9][C:10]([NH:15][S:16]([CH3:19])(=[O:18])=[O:17])=[C:11]([O:13][CH3:14])[CH:12]=1)[CH3:6])C.O1CCCC1.O.[OH-].[Li+]. The catalyst is O. The product is [CH3:14][O:13][C:11]1[CH:12]=[C:7]([CH:5]([CH3:6])[C:4]([OH:20])=[O:3])[CH:8]=[N:9][C:10]=1[NH:15][S:16]([CH3:19])(=[O:18])=[O:17]. The yield is 0.600. (3) The reactants are [N+:1]([C:4]1[CH:12]=[C:8]([C:9]([OH:11])=[O:10])[C:7]([OH:13])=[CH:6][CH:5]=1)([O-:3])=[O:2].F[C:15](F)(F)[C:16](O)=O.F[C:22](F)(F)C(OC(=O)C(F)(F)F)=O. The catalyst is CC(C)=O. The product is [N+:1]([C:4]1[CH:5]=[CH:6][C:7]2[O:13][C:15]([CH3:16])([CH3:22])[O:10][C:9](=[O:11])[C:8]=2[CH:12]=1)([O-:3])=[O:2]. The yield is 0.910.